This data is from Full USPTO retrosynthesis dataset with 1.9M reactions from patents (1976-2016). The task is: Predict the reactants needed to synthesize the given product. (1) Given the product [F:1][C:2]([F:35])([F:34])[C:3]1[CH:8]=[C:7]([C:9]2[O:13][N:12]=[C:11]([C:14]3[CH:15]=[CH:16][C:17]([NH:20][C:21](=[O:27])[CH2:22][CH2:23][C:24]([NH2:46])=[O:26])=[CH:18][CH:19]=3)[N:10]=2)[CH:6]=[CH:5][C:4]=1[C:28]1[CH:29]=[CH:30][CH:31]=[CH:32][CH:33]=1, predict the reactants needed to synthesize it. The reactants are: [F:1][C:2]([F:35])([F:34])[C:3]1[CH:8]=[C:7]([C:9]2[O:13][N:12]=[C:11]([C:14]3[CH:19]=[CH:18][C:17]([NH:20][C:21](=[O:27])[CH2:22][CH2:23][C:24]([OH:26])=O)=[CH:16][CH:15]=3)[N:10]=2)[CH:6]=[CH:5][C:4]=1[C:28]1[CH:33]=[CH:32][CH:31]=[CH:30][CH:29]=1.C(Cl)CCl.C1C=CC2N(O)N=[N:46]C=2C=1.[OH-].[NH4+]. (2) Given the product [C:34]([O:43][C:42]([N:23]1[CH2:24][C@@H:20]([N:19]([CH2:38][C:37]2[CH:40]=[CH:41][C:34]([C:32]#[N:33])=[CH:35][CH:36]=2)[CH:16]2[CH2:15][CH2:14][N:13]([C:10]3[CH:11]=[CH:12][C:7]([N+:4]([O-:6])=[O:5])=[CH:8][CH:9]=3)[CH2:18][CH2:17]2)[CH2:21][C@H:22]1[C:25]([N:27]1[CH2:31][CH2:30][S:29][CH2:28]1)=[O:26])=[O:45])([CH3:41])([CH3:35])[CH3:32], predict the reactants needed to synthesize it. The reactants are: Cl.Cl.Cl.[N+:4]([C:7]1[CH:12]=[CH:11][C:10]([N:13]2[CH2:18][CH2:17][CH:16]([NH:19][C@@H:20]3[CH2:24][NH:23][C@H:22]([C:25]([N:27]4[CH2:31][CH2:30][S:29][CH2:28]4)=[O:26])[CH2:21]3)[CH2:15][CH2:14]2)=[CH:9][CH:8]=1)([O-:6])=[O:5].[C:32]([C:34]1[CH:41]=[CH:40][C:37]([CH2:38]Br)=[CH:36][CH:35]=1)#[N:33].[C:42](=[O:45])([O-])[OH:43].[Na+].